From a dataset of Full USPTO retrosynthesis dataset with 1.9M reactions from patents (1976-2016). Predict the reactants needed to synthesize the given product. (1) Given the product [Cl:11][C:12]1[CH:17]=[C:16]([C:18]([F:21])([F:19])[F:20])[CH:15]=[CH:14][C:13]=1[O:22][CH:23]1[CH2:28][CH2:27][N:26]([S:29](/[CH:32]=[CH:47]\[CH2:46][CH2:45][CH2:44][C:39]2[N:40]=[CH:41][CH:42]=[CH:43][N:38]=2)(=[O:30])=[O:31])[CH2:25][CH2:24]1, predict the reactants needed to synthesize it. The reactants are: [Li+].C[Si]([N-][Si](C)(C)C)(C)C.[Cl:11][C:12]1[CH:17]=[C:16]([C:18]([F:21])([F:20])[F:19])[CH:15]=[CH:14][C:13]=1[O:22][CH:23]1[CH2:28][CH2:27][N:26]([S:29]([CH3:32])(=[O:31])=[O:30])[CH2:25][CH2:24]1.C[Si](Cl)(C)C.[N:38]1[CH:43]=[CH:42][CH:41]=[N:40][C:39]=1[CH2:44][CH2:45][CH2:46][CH:47]=O. (2) Given the product [CH3:1][C:2]1[N:7]=[C:6]([C:8]([NH:10][C:11]2[C:12]([C:22]([OH:24])=[O:23])=[N:13][N:14]([CH:16]3[CH2:21][CH2:20][CH2:19][CH2:18][O:17]3)[CH:15]=2)=[O:9])[CH:5]=[CH:4][CH:3]=1, predict the reactants needed to synthesize it. The reactants are: [CH3:1][C:2]1[N:7]=[C:6]([C:8]([NH:10][C:11]2[C:12]([C:22]([O:24]C)=[O:23])=[N:13][N:14]([CH:16]3[CH2:21][CH2:20][CH2:19][CH2:18][O:17]3)[CH:15]=2)=[O:9])[CH:5]=[CH:4][CH:3]=1.Cl. (3) Given the product [CH:1]1([NH:7][S:8]([C:11]2[C:12]3[CH2:13][CH2:14][CH:15]([NH2:23])[CH2:16][C:17]=3[C:18]([O:21][CH3:22])=[CH:19][CH:20]=2)(=[O:10])=[O:9])[CH2:2][CH2:3][CH2:4][CH2:5][CH2:6]1, predict the reactants needed to synthesize it. The reactants are: [CH:1]1([NH:7][S:8]([C:11]2[CH:20]=[CH:19][C:18]([O:21][CH3:22])=[C:17]3[C:12]=2[CH2:13][CH2:14][CH:15]([NH:23]C(=O)C(F)(F)F)[CH2:16]3)(=[O:10])=[O:9])[CH2:6][CH2:5][CH2:4][CH2:3][CH2:2]1.[OH-].[Na+].Cl.C(=O)(O)[O-]. (4) Given the product [Cl:16][C:17]1[CH:22]=[CH:21][C:20]([NH:23][C:24]([NH:1][CH2:2][CH:3]2[O:8][CH2:7][CH2:6][N:5]([C:9]([O:11][C:12]([CH3:15])([CH3:14])[CH3:13])=[O:10])[CH2:4]2)=[O:25])=[CH:19][CH:18]=1, predict the reactants needed to synthesize it. The reactants are: [NH2:1][CH2:2][CH:3]1[O:8][CH2:7][CH2:6][N:5]([C:9]([O:11][C:12]([CH3:15])([CH3:14])[CH3:13])=[O:10])[CH2:4]1.[Cl:16][C:17]1[CH:22]=[CH:21][C:20]([N:23]=[C:24]=[O:25])=[CH:19][CH:18]=1.ClCCl.C(O)C.N. (5) Given the product [I:13][CH2:12][CH2:11][O:10][CH2:9][CH2:8][O:7][CH2:6][CH2:5][O:4][CH2:3][CH2:2][P:14](=[O:15])([O:19][CH2:20][CH3:21])[O:16][CH2:17][CH3:18], predict the reactants needed to synthesize it. The reactants are: I[CH2:2][CH2:3][O:4][CH2:5][CH2:6][O:7][CH2:8][CH2:9][O:10][CH2:11][CH2:12][I:13].[P:14](OCC)([O:19][CH2:20][CH3:21])([O:16][CH2:17][CH3:18])=[O:15].